Regression. Given a peptide amino acid sequence and an MHC pseudo amino acid sequence, predict their binding affinity value. This is MHC class I binding data. From a dataset of Peptide-MHC class I binding affinity with 185,985 pairs from IEDB/IMGT. (1) The peptide sequence is YERHPLSHFV. The MHC is HLA-B40:02 with pseudo-sequence HLA-B40:02. The binding affinity (normalized) is 0.533. (2) The peptide sequence is LIVSGIFPY. The MHC is HLA-A01:01 with pseudo-sequence HLA-A01:01. The binding affinity (normalized) is 0.0358. (3) The peptide sequence is SWKQSKMWR. The binding affinity (normalized) is 0.0847. The MHC is HLA-B18:01 with pseudo-sequence HLA-B18:01. (4) The peptide sequence is FLLMDALKL. The MHC is HLA-A02:01 with pseudo-sequence HLA-A02:01. The binding affinity (normalized) is 0.928. (5) The peptide sequence is HKVGNFTGL. The MHC is H-2-Db with pseudo-sequence H-2-Db. The binding affinity (normalized) is 0.0641. (6) The peptide sequence is RQFPTAFEF. The MHC is HLA-B52:01 with pseudo-sequence HLA-B52:01. The binding affinity (normalized) is 0.584. (7) The peptide sequence is EELIKLRFWF. The MHC is HLA-B40:01 with pseudo-sequence HLA-B40:01. The binding affinity (normalized) is 0.0284. (8) The peptide sequence is LVTMGTGTFGR. The MHC is HLA-A02:01 with pseudo-sequence HLA-A02:01. The binding affinity (normalized) is 0.0847.